This data is from Catalyst prediction with 721,799 reactions and 888 catalyst types from USPTO. The task is: Predict which catalyst facilitates the given reaction. Reactant: [OH-].[K+].C[O:4][C:5](=[O:16])[CH:6]([C:8]1[CH:13]=[CH:12][C:11]([F:14])=[C:10]([F:15])[CH:9]=1)[F:7]. Product: [F:15][C:10]1[CH:9]=[C:8]([CH:6]([F:7])[C:5]([OH:16])=[O:4])[CH:13]=[CH:12][C:11]=1[F:14]. The catalyst class is: 24.